Dataset: Reaction yield outcomes from USPTO patents with 853,638 reactions. Task: Predict the reaction yield, written as a fraction of the theoretical maximum amount of product (1.0 means a 100% yield; for example, 0.34 means a 34% yield). (1) The reactants are ClC1C(Cl)=C(OC(C)C)C=CC=1C(N[C@@H](C[C:12]1[CH:17]=[CH:16][C:15]([C:18]2[N:19]=[C:20]3C(C)=CC=C[N:21]3[CH:27]=2)=CC=1)CCO)=O.C(N(CC)CC)C.FC(F)(F)C(OC1C(F)=C(F)C(F)=C(F)C=1F)=O. No catalyst specified. The product is [N:21]1[C:27]2[CH:12]=[CH:17][CH:16]=[CH:15][C:18]=2[NH:19][CH:20]=1. The yield is 0.500. (2) The reactants are [Cl:1][C:2]1[CH:3]=[C:4]([CH:10]=[CH:11][C:12]=1[NH:13][C:14]1[N:15]=[C:16]([O:39][CH3:40])[C:17]2[C:22]([C:23]3[CH:28]=[CH:27][C:26]([NH2:29])=[C:25]([NH2:30])[CH:24]=3)=[CH:21][N:20]([CH2:31][O:32][CH2:33][CH2:34][Si:35]([CH3:38])([CH3:37])[CH3:36])[C:18]=2[N:19]=1)[C:5]([N:7]([CH3:9])[CH3:8])=[O:6].[C:41](O)(=O)[CH3:42]. No catalyst specified. The product is [Cl:1][C:2]1[CH:3]=[C:4]([CH:10]=[CH:11][C:12]=1[NH:13][C:14]1[N:15]=[C:16]([O:39][CH3:40])[C:17]2[C:22]([C:23]3[CH:28]=[CH:27][C:26]4[NH:29][C:41]([CH3:42])=[N:30][C:25]=4[CH:24]=3)=[CH:21][N:20]([CH2:31][O:32][CH2:33][CH2:34][Si:35]([CH3:37])([CH3:36])[CH3:38])[C:18]=2[N:19]=1)[C:5]([N:7]([CH3:9])[CH3:8])=[O:6]. The yield is 0.730.